This data is from Catalyst prediction with 721,799 reactions and 888 catalyst types from USPTO. The task is: Predict which catalyst facilitates the given reaction. (1) Reactant: [CH3:1][O:2][C:3]([C@H:5]([NH:8][C:9](=[O:15])[O:10][C:11]([CH3:14])([CH3:13])[CH3:12])[CH2:6][OH:7])=[O:4].N1C=CN=C1.[CH3:21][C:22]([Si:25](Cl)([CH3:27])[CH3:26])([CH3:24])[CH3:23]. Product: [CH3:1][O:2][C:3]([C@H:5]([NH:8][C:9](=[O:15])[O:10][C:11]([CH3:12])([CH3:14])[CH3:13])[CH2:6][O:7][Si:25]([C:22]([CH3:24])([CH3:23])[CH3:21])([CH3:27])[CH3:26])=[O:4]. The catalyst class is: 3. (2) Reactant: C[O:2][C:3](=[O:21])[CH:4]([N:9]1[C:17]2[C:12](=[C:13]([Cl:18])[CH:14]=[CH:15][CH:16]=2)[C:11](=[O:19])[C:10]1=[O:20])[CH2:5][CH:6]([CH3:8])[CH3:7].O.[OH-].[Li+]. Product: [Cl:18][C:13]1[CH:14]=[CH:15][CH:16]=[C:17]2[C:12]=1[C:11](=[O:19])[C:10](=[O:20])[N:9]2[CH:4]([CH2:5][CH:6]([CH3:7])[CH3:8])[C:3]([OH:21])=[O:2]. The catalyst class is: 30. (3) Reactant: [Cl:1]N1C(=O)CCC1=O.[Cl:9][C:10]1[CH:11]=[C:12]2[C:17](=[CH:18][C:19]=1[OH:20])[O:16][C:15]([CH3:21])=[C:14]([C:22]1[CH:27]=[CH:26][C:25](OC)=[CH:24][CH:23]=1)[C:13]2=[O:30].O.CCCCCC. Product: [Cl:9][C:10]1[CH:11]=[C:12]2[C:17](=[C:18]([Cl:1])[C:19]=1[OH:20])[O:16][C:15]([CH3:21])=[C:14]([C:22]1[CH:27]=[CH:26][CH:25]=[CH:24][CH:23]=1)[C:13]2=[O:30]. The catalyst class is: 3. (4) Reactant: [C:1]([O:5][C:6]([N:8]1[CH2:13][CH2:12][CH:11]([CH:14]([C:16]([OH:18])=O)[CH3:15])[CH2:10][CH2:9]1)=[O:7])([CH3:4])([CH3:3])[CH3:2].[NH2:19][C:20]1[CH:28]=[CH:27][CH:26]=[CH:25][C:21]=1[C:22]([NH2:24])=[O:23].CCN=C=NCCCN(C)C.C1C=CC2N(O)N=NC=2C=1. Product: [C:1]([O:5][C:6]([N:8]1[CH2:9][CH2:10][CH:11]([CH:14]([C:16](=[O:18])[NH:19][C:20]2[CH:28]=[CH:27][CH:26]=[CH:25][C:21]=2[C:22](=[O:23])[NH2:24])[CH3:15])[CH2:12][CH2:13]1)=[O:7])([CH3:2])([CH3:3])[CH3:4]. The catalyst class is: 624. (5) Reactant: [CH3:1][CH2:2][O:3][C:4]1[CH:5]=[CH:6][CH:7]=[CH:8][C:9]=1[O:10][CH2:11][CH2:12][NH:13][C@@H:14]([CH2:16][C:17]1[CH:18]=[CH:19][C:20]([O:27][CH3:28])=[C:21]([S:23]([NH2:26])(=[O:25])=[O:24])[CH:22]=1)[CH3:15].Cl.[OH-].[Na+].O. Product: [CH3:1][CH2:2][O:3][C:4]1[CH:5]=[CH:6][CH:7]=[CH:8][C:9]=1[O:10][CH2:11][CH2:12][NH:13][C@@H:14]([CH2:16][C:17]1[CH:18]=[CH:19][C:20]([O:27][CH3:28])=[C:21]([S:23]([NH2:26])(=[O:25])=[O:24])[CH:22]=1)[CH3:15]. The catalyst class is: 5.